This data is from Forward reaction prediction with 1.9M reactions from USPTO patents (1976-2016). The task is: Predict the product of the given reaction. Given the reactants [C:1]([NH:4][CH2:5][C:6]1[CH:11]=[CH:10][C:9]([C:12]2[CH:13]=[C:14]3[C:18](=[C:19]([C:21]([NH2:23])=[O:22])[CH:20]=2)[NH:17][CH:16]=[C:15]3[CH:24]2[CH2:29][CH2:28][N:27]([S:30]([CH2:33][CH3:34])(=[O:32])=[O:31])[CH2:26][CH2:25]2)=[CH:8][CH:7]=1)(=[O:3])[CH3:2].[C:35](Cl)(=O)[CH3:36], predict the reaction product. The product is: [CH:2]1([C:1]([NH:4][CH2:5][C:6]2[CH:7]=[CH:8][C:9]([C:12]3[CH:13]=[C:14]4[C:18](=[C:19]([C:21]([NH2:23])=[O:22])[CH:20]=3)[NH:17][CH:16]=[C:15]4[CH:24]3[CH2:25][CH2:26][N:27]([S:30]([CH2:33][CH3:34])(=[O:31])=[O:32])[CH2:28][CH2:29]3)=[CH:10][CH:11]=2)=[O:3])[CH2:36][CH2:35]1.